Dataset: Catalyst prediction with 721,799 reactions and 888 catalyst types from USPTO. Task: Predict which catalyst facilitates the given reaction. (1) Reactant: CCCP(=O)=O.[Cl:7][C:8]1[CH:13]=[CH:12][C:11]([CH:14]2[CH2:19][CH2:18][CH2:17][NH:16][CH2:15]2)=[CH:10][CH:9]=1.C(N(CC)CC)C.[CH3:27][NH:28][C:29]1[CH:30]=[C:31]([CH:35]=[CH:36][N:37]=1)[C:32](O)=[O:33]. Product: [Cl:7][C:8]1[CH:9]=[CH:10][C:11]([CH:14]2[CH2:19][CH2:18][CH2:17][N:16]([C:32]([C:31]3[CH:35]=[CH:36][N:37]=[C:29]([NH:28][CH3:27])[CH:30]=3)=[O:33])[CH2:15]2)=[CH:12][CH:13]=1. The catalyst class is: 34. (2) Reactant: [CH:1]1([N:6]2[CH2:12][C:11]([F:14])([F:13])[C:10](=[O:15])[N:9]([CH3:16])[C:8]3[CH:17]=[N:18][C:19]([NH:21][C:22]4[C:30]([F:31])=[CH:29][C:25]([C:26](O)=[O:27])=[C:24]([F:32])[CH:23]=4)=[N:20][C:7]2=3)[CH2:5][CH2:4][CH2:3][CH2:2]1.O[N:34]1[C:38]2C=CC=CC=2N=N1.F[P-](F)(F)(F)(F)F.CN(C(N(C)C)=[N+]1C2C=CC=CC=2[N+]([O-])=N1)C.C(N(C(C)C)CC)(C)C.Cl.CN. The catalyst class is: 9. Product: [CH:1]1([N:6]2[CH2:12][C:11]([F:13])([F:14])[C:10](=[O:15])[N:9]([CH3:16])[C:8]3[CH:17]=[N:18][C:19]([NH:21][C:22]4[C:30]([F:31])=[CH:29][C:25]([C:26]([NH:34][CH3:38])=[O:27])=[C:24]([F:32])[CH:23]=4)=[N:20][C:7]2=3)[CH2:5][CH2:4][CH2:3][CH2:2]1. (3) Reactant: Cl[C:2]1[CH:7]=[C:6]([Cl:8])[CH:5]=[CH:4][N:3]=1.[C:9]1(B(O)O)[CH:14]=[CH:13][CH:12]=[CH:11][CH:10]=1.C(=O)([O-])[O-].[K+].[K+].C(COC)OC. Product: [C:9]1([C:2]2[CH:7]=[C:6]([Cl:8])[CH:5]=[CH:4][N:3]=2)[CH:14]=[CH:13][CH:12]=[CH:11][CH:10]=1. The catalyst class is: 103. (4) The catalyst class is: 12. Reactant: Cl.O1CCOCC1.[Cl:8][C:9]1[C:10]([F:46])=[C:11]([NH:15][C:16]2[C:25]3[C:20](=[CH:21][C:22]([O:44][CH3:45])=[C:23]([CH2:26][N:27]([CH3:43])[C:28]4([C:39]([NH:41][CH3:42])=[O:40])[CH2:31][N:30](C(OC(C)(C)C)=O)[CH2:29]4)[CH:24]=3)[N:19]=[CH:18][N:17]=2)[CH:12]=[CH:13][CH:14]=1. Product: [Cl:8][C:9]1[C:10]([F:46])=[C:11]([NH:15][C:16]2[C:25]3[C:20](=[CH:21][C:22]([O:44][CH3:45])=[C:23]([CH2:26][N:27]([CH3:43])[C:28]4([C:39]([NH:41][CH3:42])=[O:40])[CH2:31][NH:30][CH2:29]4)[CH:24]=3)[N:19]=[CH:18][N:17]=2)[CH:12]=[CH:13][CH:14]=1.